From a dataset of Full USPTO retrosynthesis dataset with 1.9M reactions from patents (1976-2016). Predict the reactants needed to synthesize the given product. (1) Given the product [I:1][C:2]1[C:10]2[C:5](=[CH:6][CH:7]=[CH:8][C:9]=2[N+:11]([O-:13])=[O:12])[N:4]([CH2:28][C:29]2[CH:34]=[CH:33][C:32]([C:35]([F:37])([F:36])[F:38])=[CH:31][N:30]=2)[N:3]=1, predict the reactants needed to synthesize it. The reactants are: [I:1][C:2]1[C:10]2[C:5](=[CH:6][CH:7]=[CH:8][C:9]=2[N+:11]([O-:13])=[O:12])[NH:4][N:3]=1.C(N=C(N(C)C)N(C)C)(C)(C)C.Cl.Cl[CH2:28][C:29]1[CH:34]=[CH:33][C:32]([C:35]([F:38])([F:37])[F:36])=[CH:31][N:30]=1. (2) Given the product [O:1]1[C:5]2([CH2:10][CH2:9][C:8]([C:24]([O:25][CH3:26])=[O:27])([C:11]([O:13][CH2:14][CH3:15])=[O:12])[CH2:7][CH2:6]2)[O:4][CH2:3][CH2:2]1, predict the reactants needed to synthesize it. The reactants are: [O:1]1[C:5]2([CH2:10][CH2:9][CH:8]([C:11]([O:13][CH2:14][CH3:15])=[O:12])[CH2:7][CH2:6]2)[O:4][CH2:3][CH2:2]1.[Li+].CC([N-]C(C)C)C.[C:24](=O)([O:27]C)[O:25][CH3:26]. (3) Given the product [Cl:1][C:2]1[CH:3]=[N:4][C:5]2[N:6]([N:8]=[C:9]([C:11]([N:21]3[CH2:20][CH2:19][C:18]4[C:23](=[CH:24][CH:25]=[C:16]([O:15][CH3:14])[CH:17]=4)[CH:22]3[CH3:26])=[O:13])[CH:10]=2)[CH:7]=1, predict the reactants needed to synthesize it. The reactants are: [Cl:1][C:2]1[CH:3]=[N:4][C:5]2[N:6]([N:8]=[C:9]([C:11]([OH:13])=O)[CH:10]=2)[CH:7]=1.[CH3:14][O:15][C:16]1[CH:17]=[C:18]2[C:23](=[CH:24][CH:25]=1)[CH:22]([CH3:26])[NH:21][CH2:20][CH2:19]2. (4) Given the product [C:2](/[N:3]=[C:15](\[S:16][CH3:4])/[NH:14][C:12]1[CH:13]=[C:8]([Cl:7])[C:9]([CH:18]2[CH2:19][CH2:20]2)=[C:10]([Cl:17])[CH:11]=1)#[N:1], predict the reactants needed to synthesize it. The reactants are: [N:1]#[C:2][NH2:3].[CH3:4][O-].[Na+].[Cl:7][C:8]1[CH:13]=[C:12]([N:14]=[C:15]=[S:16])[CH:11]=[C:10]([Cl:17])[C:9]=1[CH:18]1[CH2:20][CH2:19]1.IC. (5) Given the product [C:10]([O:14][C:15]([N:17]1[CH2:23][CH2:22][C:21]2[C:24]([CH2:29][S:7][C:4]3[S:5][CH:6]=[C:2]([CH3:1])[N:3]=3)=[C:25]([Cl:28])[CH:26]=[CH:27][C:20]=2[CH2:19][CH2:18]1)=[O:16])([CH3:13])([CH3:12])[CH3:11], predict the reactants needed to synthesize it. The reactants are: [CH3:1][C:2]1[N:3]=[C:4]([SH:7])[S:5][CH:6]=1.[H-].[Na+].[C:10]([O:14][C:15]([N:17]1[CH2:23][CH2:22][C:21]2[C:24]([CH2:29]Cl)=[C:25]([Cl:28])[CH:26]=[CH:27][C:20]=2[CH2:19][CH2:18]1)=[O:16])([CH3:13])([CH3:12])[CH3:11]. (6) Given the product [NH:23]1[C:31]2[C:26](=[CH:27][CH:28]=[CH:29][CH:30]=2)[C:25]([CH2:10][CH2:9][N:8]2[C:35]([CH2:36][C:14]3[CH:19]=[CH:18][CH:17]=[CH:16][CH:15]=3)=[N:34][N:33]=[C:20]2[C@H:9]([NH:8][C:5](=[O:7])[C:2]([NH2:1])([CH3:4])[CH3:3])[CH2:10][C:11]2[C:19]3[C:14](=[CH:15][CH:16]=[CH:17][CH:18]=3)[NH:13][CH:12]=2)=[CH:24]1, predict the reactants needed to synthesize it. The reactants are: [NH2:1][C:2]([C:5]([OH:7])=O)([CH3:4])[CH3:3].[NH2:8][C@H:9]([C:20](O)=O)[CH2:10][C:11]1[C:19]2[C:14](=[CH:15][CH:16]=[CH:17][CH:18]=2)[NH:13][CH:12]=1.[NH:23]1[C:31]2[C:26](=[CH:27][CH:28]=[CH:29][CH:30]=2)[CH:25]=[CH:24]1.N1[CH:36]=[CH:35][N:34]=[N:33]1.